From a dataset of Full USPTO retrosynthesis dataset with 1.9M reactions from patents (1976-2016). Predict the reactants needed to synthesize the given product. (1) Given the product [ClH:26].[CH2:17]([O:16][C:14]([C@@H:13]1[CH2:12][C@@H:11]2[C@@H:9]([CH2:10]2)[NH:8]1)=[O:15])[CH:18]=[CH2:19], predict the reactants needed to synthesize it. The reactants are: C(OC([N:8]1[C@H:13]([C:14]([O:16][CH2:17][CH:18]=[CH2:19])=[O:15])[CH2:12][C@@H:11]2[C@H:9]1[CH2:10]2)=O)(C)(C)C.O1CCOCC1.[ClH:26]. (2) Given the product [CH2:12]([C@H:19]1[CH2:20][N:21]([C:25]2[CH:30]=[CH:29][C:28]([O:31][CH3:32])=[C:27]([O:33][CH:34]3[CH2:38][CH2:37][CH2:36][CH2:35]3)[CH:26]=2)[CH2:22][CH2:23][N:24]1[C:9](=[O:11])[CH2:8][C:3]1[CH:4]=[CH:5][CH:6]=[CH:7][C:2]=1[F:1])[C:13]1[CH:14]=[CH:15][CH:16]=[CH:17][CH:18]=1, predict the reactants needed to synthesize it. The reactants are: [F:1][C:2]1[CH:7]=[CH:6][CH:5]=[CH:4][C:3]=1[CH2:8][C:9]([OH:11])=O.[CH2:12]([C@@H:19]1[NH:24][CH2:23][CH2:22][N:21]([C:25]2[CH:30]=[CH:29][C:28]([O:31][CH3:32])=[C:27]([O:33][CH:34]3[CH2:38][CH2:37][CH2:36][CH2:35]3)[CH:26]=2)[CH2:20]1)[C:13]1[CH:18]=[CH:17][CH:16]=[CH:15][CH:14]=1. (3) Given the product [N:39]12[CH2:46][CH2:45][C:42]([CH2:47][NH:48][C:2]3[N:7]=[CH:6][C:5]([C:8]4[N:13]5[N:14]=[C:15]([C:24]6[CH:29]=[CH:28][N:27]=[CH:26][CH:25]=6)[C:16]([C:17]6[CH:18]=[C:19]([OH:23])[CH:20]=[CH:21][CH:22]=6)=[C:12]5[N:11]=[CH:10][CH:9]=4)=[CH:4][CH:3]=3)([CH2:43][CH2:44]1)[CH2:41][CH2:40]2, predict the reactants needed to synthesize it. The reactants are: Br[C:2]1[N:7]=[CH:6][C:5]([C:8]2[N:13]3[N:14]=[C:15]([C:24]4[CH:29]=[CH:28][N:27]=[CH:26][CH:25]=4)[C:16]([C:17]4[CH:18]=[C:19]([OH:23])[CH:20]=[CH:21][CH:22]=4)=[C:12]3[N:11]=[CH:10][CH:9]=2)=[CH:4][CH:3]=1.C(N(C(C)C)CC)(C)C.[N:39]12[CH2:46][CH2:45][C:42]([CH2:47][NH2:48])([CH2:43][CH2:44]1)[CH2:41][CH2:40]2.